This data is from Forward reaction prediction with 1.9M reactions from USPTO patents (1976-2016). The task is: Predict the product of the given reaction. (1) Given the reactants [CH2:1]([C:8]1[CH:13]=[CH:12][C:11]([OH:14])=[CH:10][CH:9]=1)[C:2]1[CH:7]=[CH:6][CH:5]=[CH:4][CH:3]=1.[CH3:15][N:16]([C:20]1[CH:25]=[CH:24][CH:23]=[CH:22][CH:21]=1)[C:17](Cl)=[O:18], predict the reaction product. The product is: [CH2:1]([C:8]1[CH:9]=[CH:10][C:11]([O:14][C:17](=[O:18])[N:16]([CH3:15])[C:20]2[CH:25]=[CH:24][CH:23]=[CH:22][CH:21]=2)=[CH:12][CH:13]=1)[C:2]1[CH:3]=[CH:4][CH:5]=[CH:6][CH:7]=1. (2) Given the reactants CC1C=CC(S(O[CH2:12][C@@H:13]2[O:28][C:17]3=[C:18]4[C:23](=[CH:24][CH:25]=[C:16]3[O:15][CH2:14]2)[N:22]=[C:21]([CH3:26])[C:20]([CH3:27])=[N:19]4)(=O)=O)=CC=1.[NH:29]1[CH2:34][CH:33]=[C:32]([C:35]2[C:43]3[C:38](=[CH:39][CH:40]=[CH:41][CH:42]=3)[NH:37][CH:36]=2)[CH2:31][CH2:30]1, predict the reaction product. The product is: [NH:37]1[C:38]2[C:43](=[CH:42][CH:41]=[CH:40][CH:39]=2)[C:35]([C:32]2[CH2:33][CH2:34][N:29]([CH2:12][CH:13]3[O:28][C:17]4=[C:18]5[C:23](=[CH:24][CH:25]=[C:16]4[O:15][CH2:14]3)[N:22]=[C:21]([CH3:26])[C:20]([CH3:27])=[N:19]5)[CH2:30][CH:31]=2)=[CH:36]1. (3) Given the reactants Cl.[CH3:2][S:3]([NH:6][C:7]1[CH:15]=[C:14]2[C:10]([CH:11]=[C:12]([C:16]([OH:18])=O)[NH:13]2)=[CH:9][CH:8]=1)(=[O:5])=[O:4].[NH2:19][C:20]1[CH:21]=[C:22]([C:26]([C:29]2[CH:34]=[CH:33][CH:32]=[CH:31][CH:30]=2)([OH:28])[CH3:27])[CH:23]=[CH:24][CH:25]=1.CN(C(ON1N=NC2C=CC=NC1=2)=[N+](C)C)C.F[P-](F)(F)(F)(F)F.CCN(C(C)C)C(C)C, predict the reaction product. The product is: [OH:28][C:26]([C:22]1[CH:21]=[C:20]([NH:19][C:16]([C:12]2[NH:13][C:14]3[C:10]([CH:11]=2)=[CH:9][CH:8]=[C:7]([NH:6][S:3]([CH3:2])(=[O:4])=[O:5])[CH:15]=3)=[O:18])[CH:25]=[CH:24][CH:23]=1)([C:29]1[CH:30]=[CH:31][CH:32]=[CH:33][CH:34]=1)[CH3:27]. (4) The product is: [Br:4][C:5]1[CH:6]=[CH:7][C:8]2[N:12]=[C:11]([C:13](=[O:14])[CH3:1])[N:10]([CH3:19])[C:9]=2[CH:20]=1. Given the reactants [CH3:1][Mg]Cl.[Br:4][C:5]1[CH:6]=[CH:7][C:8]2[N:12]=[C:11]([C:13](N(OC)C)=[O:14])[N:10]([CH3:19])[C:9]=2[CH:20]=1, predict the reaction product. (5) Given the reactants [NH2:1][CH:2]1[CH2:5][N:4]([C:6]([C:8]2[CH:9]=[C:10]([CH:23]=[CH:24][C:25]=2[F:26])[CH2:11][C:12]2[C:21]3[C:16](=[CH:17][CH:18]=[CH:19][CH:20]=3)[C:15](=[O:22])[NH:14][N:13]=2)=[O:7])[CH2:3]1.[CH:27]1([C:30]([CH:32]2[CH2:34][CH2:33]2)=O)[CH2:29][CH2:28]1.C(O[BH-](OC(=O)C)OC(=O)C)(=O)C.[Na+], predict the reaction product. The product is: [CH:27]1([CH:30]([NH:1][CH:2]2[CH2:3][N:4]([C:6]([C:8]3[CH:9]=[C:10]([CH:23]=[CH:24][C:25]=3[F:26])[CH2:11][C:12]3[C:21]4[C:16](=[CH:17][CH:18]=[CH:19][CH:20]=4)[C:15](=[O:22])[NH:14][N:13]=3)=[O:7])[CH2:5]2)[CH:32]2[CH2:34][CH2:33]2)[CH2:29][CH2:28]1. (6) Given the reactants C[Si](I)(C)C.[CH:6]([C@H:9]1[CH2:14][CH2:13][C@H:12]([NH:15][C:16]2[N:25]=[CH:24][C:23]([CH2:26][C:27]3[CH:28]=[N:29][C:30]([O:33]C)=[CH:31][CH:32]=3)=[C:22]3[C:17]=2[CH:18]=[CH:19][CH:20]=[N:21]3)[CH2:11][CH2:10]1)([CH3:8])[CH3:7].CCOC(C)=O.C([O-])(O)=O.[Na+], predict the reaction product. The product is: [CH:6]([C@H:9]1[CH2:10][CH2:11][C@H:12]([NH:15][C:16]2[N:25]=[CH:24][C:23]([CH2:26][C:27]3[CH:28]=[N:29][C:30]([OH:33])=[CH:31][CH:32]=3)=[C:22]3[C:17]=2[CH:18]=[CH:19][CH:20]=[N:21]3)[CH2:13][CH2:14]1)([CH3:8])[CH3:7]. (7) Given the reactants [Br:1][C:2]1[C:3]([S:13][C:14]([CH3:17])([CH3:16])[CH3:15])=[C:4]([CH:7]=[C:8]([N+:10]([O-:12])=[O:11])[CH:9]=1)[CH:5]=O.Cl.[NH2:19][OH:20], predict the reaction product. The product is: [Br:1][C:2]1[C:3]([S:13][C:14]([CH3:17])([CH3:16])[CH3:15])=[C:4]([CH:7]=[C:8]([N+:10]([O-:12])=[O:11])[CH:9]=1)[CH:5]=[N:19][OH:20]. (8) Given the reactants [ClH:1].[NH:2]1[CH2:5][CH2:4][CH2:3]1.[CH2:6]([N:13]1[CH2:18][CH2:17][C:16](=O)[CH2:15][CH2:14]1)[C:7]1[CH:12]=[CH:11][CH:10]=[CH:9][CH:8]=1.C(O[BH-](OC(=O)C)OC(=O)C)(=O)C.[Na+].[Cl:34]C(Cl)C.C(=O)([O-])[O-].[Na+].[Na+].Cl.C(OCC)(=O)C, predict the reaction product. The product is: [ClH:34].[ClH:1].[N:2]1([CH:16]2[CH2:15][CH2:14][N:13]([CH2:6][C:7]3[CH:12]=[CH:11][CH:10]=[CH:9][CH:8]=3)[CH2:18][CH2:17]2)[CH2:5][CH2:4][CH2:3]1. (9) Given the reactants [NH2:1][C:2]1[CH:14]=[CH:13][C:12]2[C:11]3[C:6](=[CH:7][C:8](N)=[CH:9][CH:10]=3)[CH2:5][C:4]=2[CH:3]=1.CC[N:18](CC)CC, predict the reaction product. The product is: [NH2:1][C:2]1[CH:14]=[CH:13][C:12]2[C:11]3[C:6](=[CH:7][CH:8]=[CH:9][CH:10]=3)[CH2:5][C:4]=2[C:3]=1[NH2:18]. (10) Given the reactants Br[C:2]1[CH:7]=[C:6]([C:8]2[C:9]([C:32]3[CH:37]=[CH:36][CH:35]=[CH:34][N:33]=3)=[N:10][N:11]([C:13]([C:26]3[CH:31]=[CH:30][CH:29]=[CH:28][CH:27]=3)([C:20]3[CH:25]=[CH:24][CH:23]=[CH:22][CH:21]=3)[C:14]3[CH:19]=[CH:18][CH:17]=[CH:16][CH:15]=3)[CH:12]=2)[CH:5]=[CH:4][N:3]=1.C([O-])([O-])=O.[Na+].[Na+].[OH:44][C:45]1[CH:50]=[CH:49][C:48](B(O)O)=[CH:47][CH:46]=1, predict the reaction product. The product is: [OH:44][C:45]1[CH:50]=[CH:49][C:48]([C:2]2[CH:7]=[C:6]([C:8]3[C:9]([C:32]4[CH:37]=[CH:36][CH:35]=[CH:34][N:33]=4)=[N:10][N:11]([C:13]([C:26]4[CH:31]=[CH:30][CH:29]=[CH:28][CH:27]=4)([C:20]4[CH:25]=[CH:24][CH:23]=[CH:22][CH:21]=4)[C:14]4[CH:19]=[CH:18][CH:17]=[CH:16][CH:15]=4)[CH:12]=3)[CH:5]=[CH:4][N:3]=2)=[CH:47][CH:46]=1.